Dataset: Full USPTO retrosynthesis dataset with 1.9M reactions from patents (1976-2016). Task: Predict the reactants needed to synthesize the given product. (1) Given the product [Cl:1][C:2]1[N:7]=[C:6]([C:8]2[O:9][C:41](=[O:42])[NH:11][N:10]=2)[C:5]2[C:12]([O:34][CH3:35])=[N:13][N:14]([C:15]([C:16]3[CH:21]=[CH:20][CH:19]=[CH:18][CH:17]=3)([C:22]3[CH:23]=[CH:24][CH:25]=[CH:26][CH:27]=3)[C:28]3[CH:33]=[CH:32][CH:31]=[CH:30][CH:29]=3)[C:4]=2[CH:3]=1, predict the reactants needed to synthesize it. The reactants are: [Cl:1][C:2]1[N:7]=[C:6]([C:8]([NH:10][NH2:11])=[O:9])[C:5]2[C:12]([O:34][CH3:35])=[N:13][N:14]([C:15]([C:28]3[CH:33]=[CH:32][CH:31]=[CH:30][CH:29]=3)([C:22]3[CH:27]=[CH:26][CH:25]=[CH:24][CH:23]=3)[C:16]3[CH:21]=[CH:20][CH:19]=[CH:18][CH:17]=3)[C:4]=2[CH:3]=1.C1N=CN([C:41](N2C=NC=C2)=[O:42])C=1. (2) Given the product [NH2:11][C:7]1[CH:6]=[C:5]2[C:10]([C:2]([CH3:1])=[N:3][NH:4]2)=[CH:9][CH:8]=1, predict the reactants needed to synthesize it. The reactants are: [CH3:1][C:2]1[C:10]2[C:5](=[CH:6][C:7]([N+:11]([O-])=O)=[CH:8][CH:9]=2)[NH:4][N:3]=1.C([O-])=O.[NH4+]. (3) Given the product [Br:19][CH2:20][C:21]([NH:11][C:8]1[CH:9]=[CH:10][C:4]2[S:3][C:2]([CH3:1])=[N:6][C:5]=2[CH:7]=1)=[O:22], predict the reactants needed to synthesize it. The reactants are: [CH3:1][C:2]1[S:3][C:4]2[CH:10]=[CH:9][C:8]([NH2:11])=[CH:7][C:5]=2[N:6]=1.C(N(CC)CC)C.[Br:19][CH2:20][C:21](Br)=[O:22].